From a dataset of Experimentally validated miRNA-target interactions with 360,000+ pairs, plus equal number of negative samples. Binary Classification. Given a miRNA mature sequence and a target amino acid sequence, predict their likelihood of interaction. (1) The miRNA is mmu-miR-375-3p with sequence UUUGUUCGUUCGGCUCGCGUGA. The protein sequence of the target gene is MSALRRKFGDDYQVVTTSSSGSGLQPQGPGQGPQQQLVPKKKRQRFVDKNGRCNVQHGNLGSETSRYLSDLFTTLVDLKWRWNLFIFILTYTVAWLFMASMWWVIAYTRGDLNKAHVGNYTPCVANVYNFPSAFLFFIETEATIGYGYRYITDKCPEGIILFLFQSILGSIVDAFLIGCMFIKMSQPKKRAETLMFSEHAVISMRDGKLTLMFRVGNLRNSHMVSAQIRCKLLKSRQTPEGEFLPLDQLELDVGFSTGADQLFLVSPLTICHVIDAKSPFYDLSQRSMQTEQFEVVVILE.... Result: 0 (no interaction). (2) The miRNA is hsa-miR-6782-5p with sequence UAGGGGUGGGGGAAUUCAGGGGUGU. The protein sequence of the target gene is MSGRRTRSGGAAQRSGPRAPSPTKPLRRSQRKSGSELPSILPEIWPKTPSAAAVRKPIVLKRIVAHAVEVPAVQSPRRSPRISFFLEKENEPPGRELTKEDLFKTHSVPATPTSTPVPNPEAESSSKEGELDARDLEMSKKVRRSYSRLETLGSASTSTPGRRSCFGFEGLLGAEDLSGVSPVVCSKLTEVPRVCAKPWAPDMTLPGISPPPEKQKRKKKKMPEILKTELDEWAAAMNAEFEAAEQFDLLVE. Result: 0 (no interaction). (3) The miRNA is mmu-miR-100-5p with sequence AACCCGUAGAUCCGAACUUGUG. The protein sequence of the target gene is MQRAGAGARRASDCGPAPYRPRCIAKLAQYVGSFPVDDLDTQESVGLVQQQLWALQDCSRRRAVILKFSLQGLKIYSGEGEVLLMAHALKRILYATWYPAACQFAFIARNPRSPSSKLFCHLFVGSQPGEVHILYLLLCRSFQLAYLLQHPEERAQSEPCLAPVGDLSLKPLCSPGVPPALVREPFSRDQLSQNVHALVSFRRLPAEGLLGSNGKELPESEGRGGTRHIRLGNPYCSPTLVRKKAIRSKVIRSGAYRGCTYETQLQLSAREAFPAAWEAWPRGPGGPSCLVENEGSLTEN.... Result: 0 (no interaction). (4) The miRNA is hsa-miR-6513-3p with sequence UCAAGUGUCAUCUGUCCCUAG. The protein sequence of the target gene is MAASWRLHCNQPLLRYLLGFSSRRSLGLAQGAAAWPVDRGASWRWFHSTQLLQADPIKVLMPSLSPTMEQGNIVKWLRKEGEAVSAGDSLCEIETDKAVVTLDANDDGILAKIVVEEGAKNIQLGSLIALMVEEGEDWKQVEIPKDVSAPPPVSKPPAPTQPSPQPQIPCPARKEHKGTARFRLSPAARNILEKHSLDASQGTATGPRGIFTKEDALKLVELKQMGKITESRPASAPPPSLSASVPPQATAGPSYPRPMTPPVSIPGQPNAAGTFTEIPASNIRRVIAKRLTESKSTVPH.... Result: 0 (no interaction). (5) The miRNA is rno-miR-141-3p with sequence UAACACUGUCUGGUAAAGAUGG. The protein sequence of the target gene is MAAQALAAQAVASRLQRQEEDIRWLCAEVQRLRDEQLRGPERGQAEGPRLTREVAQLQAENRDLHQRLCGLRLRLAEQRRTEAGRAAAHEPPTQNQEKDTKKKRLKQSEPGREVKQPNFIKERLQLFETLKTDHQLLPATQEKKNTNNVISVRVAGGKTVQGERWKTTPYQVAAGISKELAEHTVIAKVNGVLWDLDRPLEGDSTVELLMFDNEEAQAVYWHSSAHILGEAMELYYGGHLCYGPPIENGFYYDMFIEDRVVSSTELSALENICKTIIKEKQPFERLEVSKDTLLEMFKYN.... Result: 0 (no interaction).